Dataset: Full USPTO retrosynthesis dataset with 1.9M reactions from patents (1976-2016). Task: Predict the reactants needed to synthesize the given product. (1) The reactants are: [CH3:1][N:2]1[C:6]([C:7]2[CH:12]=[CH:11][CH:10]=[CH:9][CH:8]=2)=[N:5][N:4]=[C:3]1[SH:13].O.[CH3:15]I. Given the product [CH3:1][N:2]1[C:6]([C:7]2[CH:12]=[CH:11][CH:10]=[CH:9][CH:8]=2)=[N:5][N:4]=[C:3]1[S:13][CH3:15], predict the reactants needed to synthesize it. (2) Given the product [Cl:26][C:27]1[C:31]([S:32]([CH:35]([CH3:37])[CH3:36])(=[O:33])=[O:34])=[CH:30][S:29][C:28]=1[C:38]([NH:1][CH2:2][CH2:3][CH2:4][CH2:5][CH2:6][CH2:7][N:8]1[CH2:13][CH2:12][CH:11]([C:14]2[CH:19]=[CH:18][CH:17]=[C:16]([NH:20][C:21](=[O:25])[CH:22]([CH3:23])[CH3:24])[CH:15]=2)[CH2:10][CH2:9]1)=[O:39], predict the reactants needed to synthesize it. The reactants are: [NH2:1][CH2:2][CH2:3][CH2:4][CH2:5][CH2:6][CH2:7][N:8]1[CH2:13][CH2:12][CH:11]([C:14]2[CH:15]=[C:16]([NH:20][C:21](=[O:25])[CH:22]([CH3:24])[CH3:23])[CH:17]=[CH:18][CH:19]=2)[CH2:10][CH2:9]1.[Cl:26][C:27]1[C:31]([S:32]([CH:35]([CH3:37])[CH3:36])(=[O:34])=[O:33])=[CH:30][S:29][C:28]=1[C:38](Cl)=[O:39]. (3) Given the product [C:10]([C:14]1[N:15]([CH2:32][CH:33]2[CH2:38][CH2:37][O:36][CH2:35][CH2:34]2)[CH:16]=[C:17]([C:2]2[CH:7]=[C:6]([CH:5]=[CH:4][N:3]=2)[C:8]#[N:9])[N:18]=1)([CH3:13])([CH3:11])[CH3:12], predict the reactants needed to synthesize it. The reactants are: Cl[C:2]1[CH:7]=[C:6]([C:8]#[N:9])[CH:5]=[CH:4][N:3]=1.[C:10]([C:14]1[N:15]([CH2:32][CH:33]2[CH2:38][CH2:37][O:36][CH2:35][CH2:34]2)[CH:16]=[C:17]([Sn](CCCC)(CCCC)CCCC)[N:18]=1)([CH3:13])([CH3:12])[CH3:11]. (4) Given the product [F:34][C:8]1([C:10]2[CH:15]=[CH:14][C:13]([C:16]3[CH2:20][C:19]([C:25]4[CH:26]=[C:27]([Cl:33])[C:28]([Cl:32])=[C:29]([Cl:31])[CH:30]=4)([C:21]([F:22])([F:23])[F:24])[O:18][N:17]=3)=[CH:12][CH:11]=2)[CH2:7][CH:6]([C:4]([OH:5])=[O:3])[CH2:9]1, predict the reactants needed to synthesize it. The reactants are: C([O:3][C:4]([CH:6]1[CH2:9][C:8]([F:34])([C:10]2[CH:15]=[CH:14][C:13]([C:16]3[CH2:20][C:19]([C:25]4[CH:30]=[C:29]([Cl:31])[C:28]([Cl:32])=[C:27]([Cl:33])[CH:26]=4)([C:21]([F:24])([F:23])[F:22])[O:18][N:17]=3)=[CH:12][CH:11]=2)[CH2:7]1)=[O:5])C.[OH-].[Li+]. (5) The reactants are: [F:1][C:2]1[CH:7]=[CH:6][C:5]([C:8](=O)[CH2:9][CH2:10][CH2:11][C:12]([O:14][CH3:15])=[O:13])=[CH:4][CH:3]=1.[C:17]([O:21][C:22]([CH3:25])([CH3:24])[CH3:23])(=[O:20])[NH:18][NH2:19].[H][H]. Given the product [C:22]([O:21][C:17]([NH:18][NH:19][CH:8]([C:5]1[CH:6]=[CH:7][C:2]([F:1])=[CH:3][CH:4]=1)[CH2:9][CH2:10][CH2:11][C:12]([O:14][CH3:15])=[O:13])=[O:20])([CH3:25])([CH3:24])[CH3:23], predict the reactants needed to synthesize it. (6) Given the product [CH3:26][O:25][C:22]1[CH:23]=[CH:24][C:19]([NH:16][C:17]([N:4]2[CH2:5][C:6]3[N:11]=[CH:10][C:9]([C:12]([O:14][CH3:15])=[O:13])=[CH:8][C:7]=3[O:1][CH2:2][CH2:3]2)=[O:18])=[CH:20][CH:21]=1, predict the reactants needed to synthesize it. The reactants are: [O:1]1[C:7]2[CH:8]=[C:9]([C:12]([O:14][CH3:15])=[O:13])[CH:10]=[N:11][C:6]=2[CH2:5][NH:4][CH2:3][CH2:2]1.[N:16]([C:19]1[CH:24]=[CH:23][C:22]([O:25][CH3:26])=[CH:21][CH:20]=1)=[C:17]=[O:18].CCN(CC)CC. (7) Given the product [O:1]1[CH2:5][CH2:4][C@@H:3]([O:6][S:20]([C:17]2[CH:18]=[CH:19][C:14]([CH3:24])=[CH:15][CH:16]=2)(=[O:22])=[O:21])[CH2:2]1, predict the reactants needed to synthesize it. The reactants are: [O:1]1[CH2:5][CH2:4][C@@H:3]([OH:6])[CH2:2]1.C(N(CC)CC)C.[C:14]1([CH3:24])[CH:19]=[CH:18][C:17]([S:20](Cl)(=[O:22])=[O:21])=[CH:16][CH:15]=1. (8) Given the product [CH3:4][C:3]1([CH2:7][OH:8])[CH2:5][O:6][C:11]([CH3:13])([CH3:12])[O:1][CH2:2]1, predict the reactants needed to synthesize it. The reactants are: [OH:1][CH2:2][C:3]([CH2:7][OH:8])([CH2:5][OH:6])[CH3:4].CO[C:11](OC)([CH3:13])[CH3:12].S(=O)(=O)(O)O. (9) The reactants are: [CH3:1][C:2]1[S:3][C:4]2[CH:10]=[CH:9][C:8]([O:11][CH2:12][CH:13]3[CH2:15][O:14]3)=[CH:7][C:5]=2[N:6]=1.[N:16]1([C:22]([O:24][C:25]([CH3:28])([CH3:27])[CH3:26])=[O:23])[CH2:21][CH2:20][NH:19][CH2:18][CH2:17]1.[Yb]. Given the product [C:25]([O:24][C:22]([N:16]1[CH2:21][CH2:20][N:19]([CH2:15][CH:13]([OH:14])[CH2:12][O:11][C:8]2[CH:9]=[CH:10][C:4]3[S:3][C:2]([CH3:1])=[N:6][C:5]=3[CH:7]=2)[CH2:18][CH2:17]1)=[O:23])([CH3:28])([CH3:26])[CH3:27], predict the reactants needed to synthesize it.